From a dataset of CYP3A4 inhibition data for predicting drug metabolism from PubChem BioAssay. Regression/Classification. Given a drug SMILES string, predict its absorption, distribution, metabolism, or excretion properties. Task type varies by dataset: regression for continuous measurements (e.g., permeability, clearance, half-life) or binary classification for categorical outcomes (e.g., BBB penetration, CYP inhibition). Dataset: cyp3a4_veith. (1) The molecule is Cc1ccc(S(=O)(=O)N2CCOCC2)cc1NC(=O)COC(=O)CCC(=O)c1cccs1. The result is 1 (inhibitor). (2) The molecule is Cc1cc(C)nc(SCc2nnc(SCC(N)=O)n2Cc2ccco2)n1. The result is 1 (inhibitor). (3) The drug is N#Cc1cccc(-c2ccc3ncnc(NCc4cccs4)c3c2)c1. The result is 1 (inhibitor). (4) The compound is CCCCCC/C(C)=C1/SC(=S)NC1=O. The result is 0 (non-inhibitor). (5) The drug is CCOC(=O)c1ccc2[nH]c(-c3ccc(S(=O)(=O)F)cc3)cc(=O)c2c1. The result is 0 (non-inhibitor).